From a dataset of Full USPTO retrosynthesis dataset with 1.9M reactions from patents (1976-2016). Predict the reactants needed to synthesize the given product. (1) The reactants are: C(OC(=O)[NH:7][C@H:8]([C:10]1[CH:15]=[CH:14][CH:13]=[C:12]([CH:16]=[N:17][OH:18])[CH:11]=1)[CH3:9])(C)(C)C.[CH3:20][N:21]([CH3:25])[CH2:22][C:23]#[CH:24]. Given the product [CH3:20][N:21]([CH2:22][C:23]1[O:18][N:17]=[C:16]([C:12]2[CH:11]=[C:10]([C@@H:8]([NH2:7])[CH3:9])[CH:15]=[CH:14][CH:13]=2)[CH:24]=1)[CH3:25], predict the reactants needed to synthesize it. (2) Given the product [CH3:23][N:13]1[C:14]2[C:19](=[CH:18][C:17]([C:43]#[C:42][CH2:41][C:35]3[CH:40]=[CH:39][CH:38]=[CH:37][CH:36]=3)=[CH:16][CH:15]=2)[C:20](=[O:21])[N:11]([CH2:10][C:7]2[CH:8]=[CH:9][C:4]([C:3]([O:2][CH3:1])=[O:25])=[CH:5][CH:6]=2)[C:12]1=[O:24], predict the reactants needed to synthesize it. The reactants are: [CH3:1][O:2][C:3](=[O:25])[C:4]1[CH:9]=[CH:8][C:7]([CH2:10][N:11]2[C:20](=[O:21])[C:19]3[C:14](=[CH:15][CH:16]=[C:17](I)[CH:18]=3)[N:13]([CH3:23])[C:12]2=[O:24])=[CH:6][CH:5]=1.C(N(C(C)C)CC)(C)C.[C:35]1([CH2:41][C:42]#[CH:43])[CH:40]=[CH:39][CH:38]=[CH:37][CH:36]=1.O. (3) Given the product [N:22]([C:19]1[CH:18]=[CH:17][C:16]([O:15][C:13](=[O:14])[CH2:12][O:11][CH2:10][C:9]([O:8][C:5]2[CH:6]=[CH:7][C:2]([N:1]=[C:33]=[O:32])=[CH:3][CH:4]=2)=[O:23])=[CH:21][CH:20]=1)=[C:25]=[O:24], predict the reactants needed to synthesize it. The reactants are: [NH2:1][C:2]1[CH:7]=[CH:6][C:5]([O:8][C:9](=[O:23])[CH2:10][O:11][CH2:12][C:13]([O:15][C:16]2[CH:21]=[CH:20][C:19]([NH2:22])=[CH:18][CH:17]=2)=[O:14])=[CH:4][CH:3]=1.[O:24]=[C:25](Cl)OC(Cl)(Cl)Cl.[O:32]1CCOC[CH2:33]1. (4) Given the product [F:26][C:23]1[CH:22]=[CH:21][C:20]([C:13]2([CH2:16][C:17]([OH:19])([CH3:18])[CH3:28])[O:12][C:11](=[O:27])[NH:10][CH2:15][CH2:14]2)=[CH:25][CH:24]=1, predict the reactants needed to synthesize it. The reactants are: BrC1C=CC([C@@H]([N:10]2[CH2:15][CH2:14][C@@:13]([C:20]3[CH:25]=[CH:24][C:23]([F:26])=[CH:22][CH:21]=3)([CH2:16][C:17](=[O:19])[CH3:18])[O:12][C:11]2=[O:27])C)=CC=1.[CH3:28][Mg]Br. (5) Given the product [C:9]([O:13][C:14]([N:16]1[CH2:23][CH:22]2[N:24]([C:25]([O:27][C:28]([CH3:30])([CH3:31])[CH3:29])=[O:26])[CH:18]([CH2:19][C:20]([C:35]3[CH:40]=[CH:39][CH:38]=[C:37]([O:41][CH2:42][CH2:43][OH:44])[CH:36]=3)=[C:21]2[C:32](=[O:34])[N:55]([CH:52]2[CH2:54][CH2:53]2)[CH2:56][C:57]2[CH:62]=[CH:61][CH:60]=[C:59]([O:63][CH3:64])[C:58]=2[CH3:65])[CH2:17]1)=[O:15])([CH3:12])([CH3:11])[CH3:10], predict the reactants needed to synthesize it. The reactants are: ClC(N(C)C)=C(C)C.[C:9]([O:13][C:14]([N:16]1[CH2:23][CH:22]2[N:24]([C:25]([O:27][C:28]([CH3:31])([CH3:30])[CH3:29])=[O:26])[CH:18]([CH2:19][C:20]([C:35]3[CH:40]=[CH:39][CH:38]=[C:37]([O:41][CH2:42][CH2:43][O:44][Si](C(C)(C)C)(C)C)[CH:36]=3)=[C:21]2[C:32]([OH:34])=O)[CH2:17]1)=[O:15])([CH3:12])([CH3:11])[CH3:10].[CH:52]1([NH:55][CH2:56][C:57]2[CH:62]=[CH:61][CH:60]=[C:59]([O:63][CH3:64])[C:58]=2[CH3:65])[CH2:54][CH2:53]1.CCN(C(C)C)C(C)C.C(O)(=O)CC(CC(O)=O)(C(O)=O)O.CCCC[N+](CCCC)(CCCC)CCCC.[F-]. (6) Given the product [F:1][CH:2]([F:11])[C:3]1[CH2:4][C:5](=[O:6])[N:13]([CH3:12])[N:14]=1, predict the reactants needed to synthesize it. The reactants are: [F:1][CH:2]([F:11])[C:3](=O)[CH2:4][C:5](OCC)=[O:6].[CH3:12][NH:13][NH2:14]. (7) Given the product [S:26]1[C:27]([C:2]2[CH:3]=[C:4]([NH:19][C:20](=[O:22])[CH3:21])[CH:5]=[C:6]([NH:8][C:9]3[N:14]=[C:13]([C:15]([F:18])([F:17])[F:16])[CH:12]=[CH:11][N:10]=3)[CH:7]=2)=[CH:28][N:29]=[CH:25]1, predict the reactants needed to synthesize it. The reactants are: Br[C:2]1[CH:3]=[C:4]([NH:19][C:20](=[O:22])[CH3:21])[CH:5]=[C:6]([NH:8][C:9]2[N:14]=[C:13]([C:15]([F:18])([F:17])[F:16])[CH:12]=[CH:11][N:10]=2)[CH:7]=1.C[Si](C)(C)[C:25]1[S:26][C:27]([Sn](C)(C)C)=[CH:28][N:29]=1. (8) Given the product [C:1]([C:4]1[CH:5]=[C:6]2[C:10](=[CH:11][CH:12]=1)[N:9]([CH:34]([F:39])[F:38])[C:8]1[N:13]([CH3:26])[C:14](=[O:25])[C:15]([C:17]3[CH:22]=[CH:21][C:20]([Cl:23])=[CH:19][C:18]=3[Cl:24])=[CH:16][C:7]2=1)(=[O:3])[CH3:2], predict the reactants needed to synthesize it. The reactants are: [C:1]([C:4]1[CH:5]=[C:6]2[C:10](=[CH:11][CH:12]=1)[NH:9][C:8]1[N:13]([CH3:26])[C:14](=[O:25])[C:15]([C:17]3[CH:22]=[CH:21][C:20]([Cl:23])=[CH:19][C:18]=3[Cl:24])=[CH:16][C:7]2=1)(=[O:3])[CH3:2].C(=O)([O-])[O-].[Cs+].[Cs+].Cl[C:34]([F:39])([F:38])C([O-])=O.[Na+].